From a dataset of NCI-60 drug combinations with 297,098 pairs across 59 cell lines. Regression. Given two drug SMILES strings and cell line genomic features, predict the synergy score measuring deviation from expected non-interaction effect. (1) Drug 1: C1=C(C(=O)NC(=O)N1)N(CCCl)CCCl. Drug 2: CC(C)CN1C=NC2=C1C3=CC=CC=C3N=C2N. Cell line: DU-145. Synergy scores: CSS=33.1, Synergy_ZIP=5.09, Synergy_Bliss=6.56, Synergy_Loewe=5.42, Synergy_HSA=5.19. (2) Drug 1: CS(=O)(=O)OCCCCOS(=O)(=O)C. Drug 2: CCN(CC)CCCC(C)NC1=C2C=C(C=CC2=NC3=C1C=CC(=C3)Cl)OC. Cell line: OVCAR-8. Synergy scores: CSS=36.1, Synergy_ZIP=-9.37, Synergy_Bliss=-1.25, Synergy_Loewe=-12.4, Synergy_HSA=0.570. (3) Drug 1: C1=NC2=C(N=C(N=C2N1C3C(C(C(O3)CO)O)O)F)N. Drug 2: CC1C(C(CC(O1)OC2CC(CC3=C2C(=C4C(=C3O)C(=O)C5=C(C4=O)C(=CC=C5)OC)O)(C(=O)CO)O)N)O.Cl. Cell line: BT-549. Synergy scores: CSS=15.5, Synergy_ZIP=-7.00, Synergy_Bliss=0.602, Synergy_Loewe=-13.4, Synergy_HSA=0.141.